From a dataset of Reaction yield outcomes from USPTO patents with 853,638 reactions. Predict the reaction yield, written as a fraction of the theoretical maximum amount of product (1.0 means a 100% yield; for example, 0.34 means a 34% yield). The reactants are C1(C)C=CC(S(O[C@H:11]([CH3:18])[CH2:12][CH2:13][O:14]C(=O)C)(=O)=O)=CC=1.[Br:20][C:21]1[CH:26]=[C:25]([Cl:27])[CH:24]=[CH:23][C:22]=1[OH:28].C(=O)([O-])[O-].[Cs+].[Cs+].C(=O)([O-])[O-].[K+].[K+]. The catalyst is CN(C=O)C. The product is [Br:20][C:21]1[CH:26]=[C:25]([Cl:27])[CH:24]=[CH:23][C:22]=1[O:28][C@@H:11]([CH3:18])[CH2:12][CH2:13][OH:14]. The yield is 0.840.